Dataset: Forward reaction prediction with 1.9M reactions from USPTO patents (1976-2016). Task: Predict the product of the given reaction. (1) Given the reactants [NH2:1][C@H:2]([CH:20]([CH3:22])[CH3:21])[C:3]([N:5]1[CH2:10][CH2:9][N:8]([C:11]2[CH:16]=[CH:15][C:14]([Cl:17])=[CH:13][CH:12]=2)[C:7]([CH3:19])([CH3:18])[CH2:6]1)=[O:4].C(O)(C(F)(F)F)=O.CCN(C(C)C)C(C)C.[N:39]([CH:42]([CH3:44])[CH3:43])=[C:40]=[O:41], predict the reaction product. The product is: [Cl:17][C:14]1[CH:15]=[CH:16][C:11]([N:8]2[CH2:9][CH2:10][N:5]([C:3](=[O:4])[C@H:2]([NH:1][C:40]([NH:39][CH:42]([CH3:44])[CH3:43])=[O:41])[CH:20]([CH3:22])[CH3:21])[CH2:6][C:7]2([CH3:18])[CH3:19])=[CH:12][CH:13]=1. (2) Given the reactants [NH2:1][CH2:2][CH2:3][O:4][CH2:5][CH2:6][O:7][CH2:8][CH2:9][O:10][CH2:11][CH2:12][O:13][CH2:14][CH2:15][O:16][CH2:17][CH2:18][O:19][CH2:20][CH2:21][O:22][CH2:23][CH2:24][O:25][CH2:26][CH2:27][O:28][CH2:29][CH2:30][O:31][CH2:32][CH2:33][O:34][CH2:35][CH2:36][NH:37][C:38]([C:40]([CH2:57][CH2:58][CH2:59][CH2:60][CH2:61][CH2:62][CH2:63][CH2:64][CH2:65][CH2:66][CH3:67])([CH2:44][CH2:45][CH2:46][CH2:47][CH2:48][CH2:49][CH2:50][CH2:51][CH2:52][CH2:53][C:54]([OH:56])=[O:55])[C:41]([OH:43])=[O:42])=[O:39].C1C(=O)N([O:75][C:76]([C@@H:78]([NH:84][C:85]([O:87][CH2:88][C:89]2[CH:94]=[CH:93][CH:92]=[CH:91][CH:90]=2)=[O:86])[CH2:79][CH2:80][C:81]([NH2:83])=[O:82])=O)C(=O)C1.CCN(C(C)C)C(C)C.O, predict the reaction product. The product is: [NH2:83][C:81](=[O:82])[CH2:80][CH2:79][C@@H:78]([C:76](=[O:75])[NH:1][CH2:2][CH2:3][O:4][CH2:5][CH2:6][O:7][CH2:8][CH2:9][O:10][CH2:11][CH2:12][O:13][CH2:14][CH2:15][O:16][CH2:17][CH2:18][O:19][CH2:20][CH2:21][O:22][CH2:23][CH2:24][O:25][CH2:26][CH2:27][O:28][CH2:29][CH2:30][O:31][CH2:32][CH2:33][O:34][CH2:35][CH2:36][NH:37][C:38]([C:40]([CH2:57][CH2:58][CH2:59][CH2:60][CH2:61][CH2:62][CH2:63][CH2:64][CH2:65][CH2:66][CH3:67])([CH2:44][CH2:45][CH2:46][CH2:47][CH2:48][CH2:49][CH2:50][CH2:51][CH2:52][CH2:53][C:54]([OH:56])=[O:55])[C:41]([OH:43])=[O:42])=[O:39])[NH:84][C:85](=[O:86])[O:87][CH2:88][C:89]1[CH:94]=[CH:93][CH:92]=[CH:91][CH:90]=1. (3) Given the reactants [O:1]1[CH2:5][CH2:4][CH:3]([C:6]([O:8]C)=O)[CH2:2]1.O.[NH2:11][NH2:12], predict the reaction product. The product is: [O:1]1[CH2:5][CH2:4][CH:3]([C:6]([NH:11][NH2:12])=[O:8])[CH2:2]1. (4) Given the reactants [F:1][C:2]1[CH:3]=[C:4]([CH:8]=[CH:9][C:10]=1[C:11]1[CH:16]=[CH:15][C:14]([O:17][CH2:18][CH:19]2[CH2:24][CH2:23][N:22]([CH2:25][C:26]([F:29])([CH3:28])[CH3:27])[CH2:21][CH2:20]2)=[CH:13][N:12]=1)[C:5](O)=[O:6].[NH:30]1[CH2:34][CH2:33][CH2:32][C@@H:31]1[CH2:35][OH:36].F[P-](F)(F)(F)(F)F.[N:44]1(O[P+](N(C)C)(N(C)C)N(C)C)C2C=CC=CC=2N=N1.O, predict the reaction product. The product is: [F:1][C:2]1[CH:3]=[C:4]([CH:8]=[CH:9][C:10]=1[C:11]1[CH:16]=[CH:15][C:14]([O:17][CH2:18][CH:19]2[CH2:20][CH2:21][N:22]([CH2:25][C:26]([F:29])([CH3:27])[CH3:28])[CH2:23][CH2:24]2)=[CH:13][N:12]=1)[C:5]([N:30]1[CH2:34][CH2:33][CH2:32][C@H:31]1[C:35]([NH2:44])=[O:36])=[O:6]. (5) Given the reactants [OH:1][CH2:2][CH2:3][O:4][C:5]1[N:10]=[C:9]([C:11]2[N:16]=[CH:15][CH:14]=[CH:13][N:12]=2)[N:8]=[C:7]([NH:17][S:18]([CH2:21][CH3:22])(=[O:20])=[O:19])[C:6]=1[O:23][C:24]1[CH:29]=[CH:28][CH:27]=[CH:26][C:25]=1[O:30][CH3:31].[H-].[Na+].Cl[C:35]1[N:40]=[CH:39][C:38]([Br:41])=[CH:37][N:36]=1.C(O)(=O)CC(CC(O)=O)(C(O)=O)O, predict the reaction product. The product is: [Br:41][C:38]1[CH:37]=[N:36][C:35]([O:1][CH2:2][CH2:3][O:4][C:5]2[N:10]=[C:9]([C:11]3[N:16]=[CH:15][CH:14]=[CH:13][N:12]=3)[N:8]=[C:7]([NH:17][S:18]([CH2:21][CH3:22])(=[O:20])=[O:19])[C:6]=2[O:23][C:24]2[CH:29]=[CH:28][CH:27]=[CH:26][C:25]=2[O:30][CH3:31])=[N:40][CH:39]=1. (6) Given the reactants Br[C:2]1[CH:7]=[CH:6][C:5]([C:8]([N:10]2[CH2:15][CH2:14][N:13]([C:16]3[C:21]([CH3:22])=[CH:20][C:19]([CH3:23])=[CH:18][N:17]=3)[CH2:12][CH2:11]2)=[O:9])=[C:4]([F:24])[CH:3]=1.[CH3:25][NH:26][S:27]([CH3:30])(=[O:29])=[O:28], predict the reaction product. The product is: [CH3:22][C:21]1[C:16]([N:13]2[CH2:14][CH2:15][N:10]([C:8]([C:5]3[CH:6]=[CH:7][C:2]([N:26]([CH3:25])[S:27]([CH3:30])(=[O:29])=[O:28])=[CH:3][C:4]=3[F:24])=[O:9])[CH2:11][CH2:12]2)=[N:17][CH:18]=[C:19]([CH3:23])[CH:20]=1. (7) Given the reactants Cl[C:2]([C:9]1[S:10][CH:11]=[CH:12][CH:13]=1)([CH3:8])[C:3]([O:5][CH2:6][CH3:7])=[O:4].[NH:14]1[CH2:19][CH2:18][S:17][CH2:16][CH2:15]1, predict the reaction product. The product is: [S:10]1[CH:11]=[CH:12][CH:13]=[C:9]1[C:2]([N:14]1[CH2:19][CH2:18][S:17][CH2:16][CH2:15]1)([CH3:8])[C:3]([O:5][CH2:6][CH3:7])=[O:4].